This data is from Full USPTO retrosynthesis dataset with 1.9M reactions from patents (1976-2016). The task is: Predict the reactants needed to synthesize the given product. Given the product [F:1][C:2]1[CH:3]=[CH:4][C:5]([C:8]2[O:9][CH:10]=[C:11]([C:13]([CH3:17])([CH3:16])[CH2:14][NH:15][C:30](=[O:31])[C:29]3[CH:33]=[CH:34][CH:35]=[C:27]([C:25]4[S:26][C:22]([C:20](=[O:21])[C:19]([F:18])([F:36])[F:37])=[CH:23][CH:24]=4)[CH:28]=3)[N:12]=2)=[CH:6][CH:7]=1, predict the reactants needed to synthesize it. The reactants are: [F:1][C:2]1[CH:7]=[CH:6][C:5]([C:8]2[O:9][CH:10]=[C:11]([C:13]([CH3:17])([CH3:16])[CH2:14][NH2:15])[N:12]=2)=[CH:4][CH:3]=1.[F:18][C:19]([F:37])([F:36])[C:20]([C:22]1[S:26][C:25]([C:27]2[CH:28]=[C:29]([CH:33]=[CH:34][CH:35]=2)[C:30](O)=[O:31])=[CH:24][CH:23]=1)=[O:21].